From a dataset of Ames mutagenicity test results for genotoxicity prediction. Regression/Classification. Given a drug SMILES string, predict its toxicity properties. Task type varies by dataset: regression for continuous values (e.g., LD50, hERG inhibition percentage) or binary classification for toxic/non-toxic outcomes (e.g., AMES mutagenicity, cardiotoxicity, hepatotoxicity). Dataset: ames. (1) The drug is CC(=O)Nc1ccc(C)cc1. The result is 1 (mutagenic). (2) The compound is CCSCCSP(=S)(OC)OC. The result is 0 (non-mutagenic). (3) The drug is O=NN1CCC(Br)C(Br)C1. The result is 1 (mutagenic).